This data is from Forward reaction prediction with 1.9M reactions from USPTO patents (1976-2016). The task is: Predict the product of the given reaction. (1) The product is: [Cl:14][C:8]1[N:9]=[N:10][C:11]([Cl:13])=[CH:12][C:7]=1[N:1]1[CH2:5][CH2:4][CH2:3][CH2:2]1. Given the reactants [NH:1]1[CH2:5][CH2:4][CH2:3][CH2:2]1.Br[C:7]1[CH:12]=[C:11]([Cl:13])[N:10]=[N:9][C:8]=1[Cl:14].C(=O)([O-])[O-].[K+].[K+].O, predict the reaction product. (2) The product is: [CH2:34]([C:31]1[CH:30]=[N:29][C:28]([N:24]2[CH2:25][CH2:26][CH:21]([C:19]3[O:18][C:15]4=[CH:16][N:17]=[C:12]([C:3]5[CH:4]=[CH:5][C:6]([S:8]([CH3:11])(=[O:10])=[O:9])=[CH:7][C:2]=5[F:1])[CH:13]=[C:14]4[CH:20]=3)[CH2:22][CH2:23]2)=[N:33][CH:32]=1)[CH3:35]. Given the reactants [F:1][C:2]1[CH:7]=[C:6]([S:8]([CH3:11])(=[O:10])=[O:9])[CH:5]=[CH:4][C:3]=1[C:12]1[CH:13]=[C:14]2[CH:20]=[C:19]([CH:21]3[CH2:26][CH2:25][NH:24][CH2:23][CH2:22]3)[O:18][C:15]2=[CH:16][N:17]=1.Cl[C:28]1[N:33]=[CH:32][C:31]([CH2:34][CH3:35])=[CH:30][N:29]=1.C(N(CC)C(C)C)(C)C.CN(C)C=O, predict the reaction product. (3) Given the reactants [C:1]([O-:14])(=[O:13])[CH2:2][CH2:3]CCCCCCCCC.C([Sn+2]CCCC)CCC.[C:24]([O-])(=[O:36])[CH2:25]CCCCCCCCCC.I.[N-:39]=[C:40]=[O:41], predict the reaction product. The product is: [C:1]([OH:14])(=[O:13])[CH:2]=[CH2:3].[NH2:39][C:40]([O:36][CH2:24][CH3:25])=[O:41]. (4) Given the reactants Br[C:2]1[CH:10]=[C:9]2[C:5]([CH2:6][C:7]3([CH2:15][CH:14]([O:16][CH3:17])[CH:13]([O:18][CH3:19])[CH2:12]3)[C:8]2=[O:11])=[CH:4][CH:3]=1.[C:20]([C:22]1[CH:23]=[C:24](B(O)O)[CH:25]=[CH:26][CH:27]=1)#[N:21].C(=O)([O-])[O-].[Cs+].[Cs+], predict the reaction product. The product is: [CH3:19][O:18][CH:13]1[CH:14]([O:16][CH3:17])[CH2:15][C:7]2([CH2:6][C:5]3[C:9](=[CH:10][C:2]([C:26]4[CH:27]=[C:22]([CH:23]=[CH:24][CH:25]=4)[C:20]#[N:21])=[CH:3][CH:4]=3)[C:8]2=[O:11])[CH2:12]1. (5) Given the reactants [N:1]1[CH:6]=[CH:5][N:4]=[CH:3][C:2]=1[C:7]1([C:10]#N)[CH2:9][CH2:8]1.[OH-:12].[Na+].Cl.C[OH:16], predict the reaction product. The product is: [N:1]1[CH:6]=[CH:5][N:4]=[CH:3][C:2]=1[C:7]1([C:10]([OH:16])=[O:12])[CH2:9][CH2:8]1. (6) Given the reactants CS([O:5][CH2:6][CH:7]1[CH2:12][CH2:11][N:10]([C:13]2[O:17][N:16]=[C:15]([CH:18]([CH3:20])[CH3:19])[N:14]=2)[CH2:9][CH2:8]1)(=O)=O.[CH3:21][S:22]([C:25]1[CH:30]=[CH:29][C:28]([C:31]2[N:36]=[CH:35][C:34](O)=[CH:33][CH:32]=2)=[CH:27][CH:26]=1)(=[O:24])=[O:23].C(=O)([O-])[O-].[K+].[K+], predict the reaction product. The product is: [CH3:20][CH:18]([C:15]1[N:14]=[C:13]([N:10]2[CH2:9][CH2:8][CH:7]([CH2:6][O:5][C:34]3[CH:33]=[CH:32][C:31]([C:28]4[CH:29]=[CH:30][C:25]([S:22]([CH3:21])(=[O:23])=[O:24])=[CH:26][CH:27]=4)=[N:36][CH:35]=3)[CH2:12][CH2:11]2)[O:17][N:16]=1)[CH3:19]. (7) The product is: [C:36]([O:1][CH2:2][C:3]1[CH:8]=[C:7]([CH3:9])[CH:6]=[C:5]([N:10]=[N:11][C:12]2[CH:17]=[CH:16][C:15]([O:18][CH3:19])=[CH:14][CH:13]=2)[C:4]=1[OH:20])(=[O:40])[C:37]([CH3:39])=[CH2:38]. Given the reactants [OH:1][CH2:2][C:3]1[CH:8]=[C:7]([CH3:9])[CH:6]=[C:5]([N:10]=[N:11][C:12]2[CH:17]=[CH:16][C:15]([O:18][CH3:19])=[CH:14][CH:13]=2)[C:4]=1[OH:20].COC1C=CC(O)=CC=1.N1C=CC=CC=1.[C:36](Cl)(=[O:40])[C:37]([CH3:39])=[CH2:38], predict the reaction product. (8) Given the reactants C(OC([N:11]1[CH2:16][CH2:15][CH:14]([OH:17])[CH:13]([NH:18][C:19]([O:21][C:22]([CH3:25])([CH3:24])[CH3:23])=[O:20])[CH2:12]1)=O)C1C=CC=CC=1, predict the reaction product. The product is: [C:22]([O:21][C:19](=[O:20])[NH:18][CH:13]1[CH:14]([OH:17])[CH2:15][CH2:16][NH:11][CH2:12]1)([CH3:25])([CH3:23])[CH3:24].